Dataset: Forward reaction prediction with 1.9M reactions from USPTO patents (1976-2016). Task: Predict the product of the given reaction. (1) The product is: [CH3:24][C:18]1([CH3:23])[CH2:12][O:15][B:16]([C:6]2[N:2]([CH3:1])[N:3]=[CH:4][CH:5]=2)[O:20][CH2:19]1. Given the reactants [CH3:1][N:2]1[CH:6]=[CH:5][CH:4]=[N:3]1.[Li]CCCC.[CH:12]([O:15][B:16]1[O:20][C:19](C)(C)[C:18]([CH3:24])([CH3:23])O1)(C)C, predict the reaction product. (2) Given the reactants [OH:1][C:2]1[CH:3]=[CH:4][CH:5]=[C:6]2[C:11]=1[N:10]=[CH:9][CH:8]=[CH:7]2.CO[C:14]1[CH:15]=[C:16]2[C:21](=[C:22](O)[CH:23]=1)[N:20]=[CH:19][CH:18]=[CH:17]2.[C:25](O)(=O)[C:26](O)=O, predict the reaction product. The product is: [CH:21]1[C:22]2[C:23](=[CH:11][CH:2]=[CH:3][CH:4]=2)[CH:14]=[CH:15][C:16]=1[CH:17]1[CH2:8][CH:7]2[N:20]([CH2:25][CH2:26][O:1][C:2]3[CH:3]=[CH:4][CH:5]=[C:6]4[C:11]=3[N:10]=[CH:9][CH:8]=[CH:7]4)[CH:19]([CH2:5][CH2:6]2)[CH2:18]1.